This data is from Forward reaction prediction with 1.9M reactions from USPTO patents (1976-2016). The task is: Predict the product of the given reaction. (1) The product is: [F:26][C:16]1[C:17]([O:24][CH3:25])=[CH:18][C:19]([O:22][CH3:23])=[C:20]([F:21])[C:15]=1[N:10]1[CH2:11][C:12]2[CH:13]=[N:14][C:5]3[NH:4][N:3]=[C:2]([C:40]4[CH:39]=[CH:38][C:37]([N:34]5[CH2:35][CH2:36][N:31]([CH2:29][CH3:30])[CH2:32][CH2:33]5)=[CH:42][CH:41]=4)[C:6]=3[C:7]=2[N:8]([CH3:28])[C:9]1=[O:27]. Given the reactants Br[C:2]1[C:6]2[C:7]3[N:8]([CH3:28])[C:9](=[O:27])[N:10]([C:15]4[C:20]([F:21])=[C:19]([O:22][CH3:23])[CH:18]=[C:17]([O:24][CH3:25])[C:16]=4[F:26])[CH2:11][C:12]=3[CH:13]=[N:14][C:5]=2[NH:4][N:3]=1.[CH2:29]([N:31]1[CH2:36][CH2:35][N:34]([C:37]2[CH:42]=[CH:41][C:40](B3OC(C)(C)C(C)(C)O3)=[CH:39][CH:38]=2)[CH2:33][CH2:32]1)[CH3:30].C(=O)([O-])[O-].[K+].[K+], predict the reaction product. (2) Given the reactants [Si]([O:8][CH2:9][C@H:10]1[N:15]([C:16]([O:18]C(C)(C)C)=O)[CH2:14][C@H:13]2[C@@H:11]1[CH2:12]2)(C(C)(C)C)(C)C.Cl.[CH3:24][C:25]1[S:26][C:27]([C:33]2[CH:38]=[CH:37][CH:36]=[CH:35][CH:34]=2)=[C:28](C(O)=O)[N:29]=1.C(N(CC)CC)C.C(Cl)CCl.C1C=CC2N(O)N=NC=2C=1, predict the reaction product. The product is: [CH3:24][C:25]1[S:26][C:27]([C:33]2[CH:34]=[CH:35][CH:36]=[CH:37][CH:38]=2)=[C:28]([C:16]([N:15]2[CH2:14][C@H:13]3[C@H:11]([CH2:12]3)[C@H:10]2[CH2:9][OH:8])=[O:18])[N:29]=1. (3) Given the reactants [Cl:1][C:2]1[N:7]=[C:6]([C:8]([O:10]C)=[O:9])[CH:5]=[C:4]([N:12]2[CH2:17][CH2:16][CH:15]([C:18]3[C:26]4[C:21](=[N:22][CH:23]=[CH:24][CH:25]=4)[NH:20][N:19]=3)[CH2:14][CH2:13]2)[N:3]=1.O.CC([O-])(C)C.[K+].C(Cl)Cl.CO, predict the reaction product. The product is: [Cl:1][C:2]1[N:7]=[C:6]([C:8]([OH:10])=[O:9])[CH:5]=[C:4]([N:12]2[CH2:13][CH2:14][CH:15]([C:18]3[C:26]4[C:21](=[N:22][CH:23]=[CH:24][CH:25]=4)[NH:20][N:19]=3)[CH2:16][CH2:17]2)[N:3]=1. (4) Given the reactants [C:1]([N:4]1[CH2:9][CH2:8][C:7](=O)[CH2:6][CH2:5]1)(=[O:3])[CH3:2].N1CCOCC1.C1(C)C=CC(S(O)(=O)=O)=CC=1.CCN(CC)CC.[Cl:35][C:36]1[CH:44]=[CH:43][C:39]([C:40](Cl)=O)=[CH:38][CH:37]=1.[NH2:45][NH2:46].CCOC(C)=O, predict the reaction product. The product is: [Cl:35][C:36]1[CH:44]=[CH:43][C:39]([C:40]2[C:6]3[CH2:5][N:4]([C:1](=[O:3])[CH3:2])[CH2:9][CH2:8][C:7]=3[NH:46][N:45]=2)=[CH:38][CH:37]=1. (5) Given the reactants [C:1]([N:4]1[C:8]2=[N:9][C:10]3[N:11]([CH3:29])[C:12](=[O:28])[N:13]([CH2:17][CH2:18][CH2:19][CH2:20][C@@H:21](OS(C)(=O)=O)[CH3:22])[C:14](=[O:16])[C:15]=3[N:7]2[CH2:6][CH2:5]1)(=[O:3])[CH3:2].[N-:30]=[N+:31]=[N-:32].[Na+].O, predict the reaction product. The product is: [C:1]([N:4]1[C:8]2=[N:9][C:10]3[N:11]([CH3:29])[C:12](=[O:28])[N:13]([CH2:17][CH2:18][CH2:19][CH2:20][C@H:21]([N:30]=[N+:31]=[N-:32])[CH3:22])[C:14](=[O:16])[C:15]=3[N:7]2[CH2:6][CH2:5]1)(=[O:3])[CH3:2]. (6) Given the reactants CO[C:3]1([O:9][CH3:10])[CH2:8][CH2:7][O:6][CH2:5][CH2:4]1.[C:11]([N+:15]#[C-])(C)(C)C.C(=O)([O-])O.[Na+], predict the reaction product. The product is: [CH3:10][O:9][C:3]1([C:11]#[N:15])[CH2:4][CH2:5][O:6][CH2:7][CH2:8]1. (7) The product is: [CH2:14]([O:5][C:4](=[O:6])[C:3]1[CH:7]=[C:8]([F:12])[C:9]([Cl:11])=[N:10][C:2]=1[Cl:1])[CH3:15]. Given the reactants [Cl:1][C:2]1[N:10]=[C:9]([Cl:11])[C:8]([F:12])=[CH:7][C:3]=1[C:4]([OH:6])=[O:5].N1C2C(=CC=CN=2)C=[CH:15][CH:14]=1.S(Cl)(Cl)=O, predict the reaction product. (8) Given the reactants [F:1][C:2]1[C:9]([Cl:10])=[CH:8][CH:7]=[CH:6][C:3]=1[CH2:4][NH2:5].[C:11](Cl)(=[O:14])[CH:12]=[CH2:13].Cl, predict the reaction product. The product is: [Cl:10][C:9]1[C:2]([F:1])=[C:3]([CH:6]=[CH:7][CH:8]=1)[CH2:4][NH:5][C:11](=[O:14])[CH:12]=[CH2:13]. (9) Given the reactants Cl.[CH:2]1([CH2:5][O:6][C:7]2[CH:15]=[CH:14][C:10]3[O:11][CH2:12][O:13][C:9]=3[C:8]=2[C:16]2[C:17]3[NH:24][C:23]([CH3:25])=[C:22]([C:26]([NH:28][CH:29]4[CH2:34][CH2:33][NH:32][CH2:31][CH2:30]4)=[O:27])[C:18]=3[N:19]=[CH:20][N:21]=2)[CH2:4][CH2:3]1.Cl[C:36]([O:38][CH2:39][CH3:40])=[O:37], predict the reaction product. The product is: [CH:2]1([CH2:5][O:6][C:7]2[CH:15]=[CH:14][C:10]3[O:11][CH2:12][O:13][C:9]=3[C:8]=2[C:16]2[C:17]3[NH:24][C:23]([CH3:25])=[C:22]([C:26]([NH:28][CH:29]4[CH2:30][CH2:31][N:32]([C:36]([O:38][CH2:39][CH3:40])=[O:37])[CH2:33][CH2:34]4)=[O:27])[C:18]=3[N:19]=[CH:20][N:21]=2)[CH2:4][CH2:3]1. (10) Given the reactants [CH3:1][C@@H:2]1[NH:7][CH2:6][CH2:5][N:4]([C:8]([O:10][C:11]([CH3:14])([CH3:13])[CH3:12])=[O:9])[CH2:3]1.[C:15]1([CH2:21][C:22](O)=[O:23])[CH:20]=[CH:19][CH:18]=[CH:17][CH:16]=1.CCN(C(C)C)C(C)C.CN(C(ON1N=NC2C=CC=NC1=2)=[N+](C)C)C.F[P-](F)(F)(F)(F)F, predict the reaction product. The product is: [CH3:1][C@@H:2]1[N:7]([C:22](=[O:23])[CH2:21][C:15]2[CH:20]=[CH:19][CH:18]=[CH:17][CH:16]=2)[CH2:6][CH2:5][N:4]([C:8]([O:10][C:11]([CH3:13])([CH3:12])[CH3:14])=[O:9])[CH2:3]1.